From a dataset of Reaction yield outcomes from USPTO patents with 853,638 reactions. Predict the reaction yield, written as a fraction of the theoretical maximum amount of product (1.0 means a 100% yield; for example, 0.34 means a 34% yield). (1) The reactants are [H-].[Na+].[N:3]1[CH:8]=[CH:7][CH:6]=[CH:5][C:4]=1[C:9]([O:11]CC)=O.[C:14](#[N:16])[CH3:15].Cl. The catalyst is C1COCC1.C(OCC)(=O)C. The product is [O:11]=[C:9]([C:4]1[CH:5]=[CH:6][CH:7]=[CH:8][N:3]=1)[CH2:15][C:14]#[N:16]. The yield is 1.00. (2) The reactants are Br[C:2]1[CH:7]=[C:6]([CH:8]2[CH2:10][CH2:9]2)[CH:5]=[C:4]([Cl:11])[CH:3]=1.[Li]CCCC.[C:17](=[O:19])=[O:18]. The catalyst is C1COCC1. The product is [Cl:11][C:4]1[CH:3]=[C:2]([CH:7]=[C:6]([CH:8]2[CH2:10][CH2:9]2)[CH:5]=1)[C:17]([OH:19])=[O:18]. The yield is 0.700. (3) The reactants are Cl[C:2]1[N:3]=[C:4]2[CH:9]=[CH:8][CH:7]=[CH:6][N:5]2[C:10]=1[C:11]1[N:16]=[C:15]([CH3:17])[N:14]=[C:13]([N:18]([CH2:28][C:29]2[CH:34]=[CH:33][C:32]([O:35][CH3:36])=[CH:31][CH:30]=2)[CH2:19][C:20]2[CH:25]=[CH:24][C:23]([O:26][CH3:27])=[CH:22][CH:21]=2)[N:12]=1.CC(C)([O-])C.[Na+].[F:43][C:44]1[CH:45]=[C:46]([NH2:52])[CH:47]=[N:48][C:49]=1[O:50][CH3:51]. The catalyst is O1CCOCC1. The product is [CH3:27][O:26][C:23]1[CH:24]=[CH:25][C:20]([CH2:19][N:18]([CH2:28][C:29]2[CH:34]=[CH:33][C:32]([O:35][CH3:36])=[CH:31][CH:30]=2)[C:13]2[N:14]=[C:15]([CH3:17])[N:16]=[C:11]([C:10]3[N:5]4[CH:6]=[CH:7][CH:8]=[CH:9][C:4]4=[N:3][C:2]=3[NH:52][C:46]3[CH:47]=[N:48][C:49]([O:50][CH3:51])=[C:44]([F:43])[CH:45]=3)[N:12]=2)=[CH:21][CH:22]=1. The yield is 0.430. (4) The reactants are B(F)(F)F.CCOCC.N[C:11]1[C:12]([CH3:18])=[N:13][C:14]([Cl:17])=[CH:15][CH:16]=1.N(OC(C)(C)C)=O.[C:26]([O:29]C(=O)C)(=[O:28])[CH3:27]. The catalyst is COCCOC.CCCCCC. The product is [Cl:17][C:14]1[N:13]=[C:12]([CH3:18])[C:11]([O:29][C:26](=[O:28])[CH3:27])=[CH:16][CH:15]=1. The yield is 0.490. (5) The product is [CH3:1][O:2][C:3]1[CH:4]=[C:5]2[C:10](=[CH:11][CH:12]=1)[CH:9]=[C:8]([C@H:13]([CH3:17])[C:14]([O:16][CH2:28][CH2:27][O:26][C:25]1[CH:30]=[CH:31][C:22]([O:21][CH2:20][CH2:19][OH:18])=[CH:23][CH:24]=1)=[O:15])[CH:7]=[CH:6]2. The yield is 0.310. The catalyst is CN(C=O)C. The reactants are [CH3:1][O:2][C:3]1[CH:4]=[C:5]2[C:10](=[CH:11][CH:12]=1)[CH:9]=[C:8]([C@H:13]([CH3:17])[C:14]([OH:16])=[O:15])[CH:7]=[CH:6]2.[OH:18][CH2:19][CH2:20][O:21][C:22]1[CH:31]=[CH:30][C:25]([O:26][CH2:27][CH2:28]O)=[CH:24][CH:23]=1.Cl.CN(C)CCCN=C=NCC.CCN(CC)CC. (6) The reactants are [CH2:1]([O:3][C:4](=[O:20])[C:5]1[CH:10]=[C:9]([O:11][CH2:12][CH3:13])[C:8]([O:14][CH2:15][CH3:16])=[CH:7][C:6]=1[N+:17]([O-])=O)[CH3:2].[H][H]. The catalyst is C(O)C.[Pd]. The product is [CH2:1]([O:3][C:4](=[O:20])[C:5]1[CH:10]=[C:9]([O:11][CH2:12][CH3:13])[C:8]([O:14][CH2:15][CH3:16])=[CH:7][C:6]=1[NH2:17])[CH3:2]. The yield is 1.00.